This data is from Catalyst prediction with 721,799 reactions and 888 catalyst types from USPTO. The task is: Predict which catalyst facilitates the given reaction. Reactant: [C:1]([CH2:3][CH2:4][N:5]([CH2:18][CH2:19][C:20]#[N:21])[CH2:6][CH:7]([N:9]([CH2:14][CH2:15][C:16]#[N:17])[CH2:10][CH2:11][C:12]#[N:13])[CH3:8])#[N:2].[H][H]. Product: [NH2:2][CH2:1][CH2:3][CH2:4][N:5]([CH2:18][CH2:19][CH2:20][NH2:21])[CH2:6][CH:7]([N:9]([CH2:14][CH2:15][CH2:16][NH2:17])[CH2:10][CH2:11][CH2:12][NH2:13])[CH3:8]. The catalyst class is: 12.